This data is from NCI-60 drug combinations with 297,098 pairs across 59 cell lines. The task is: Regression. Given two drug SMILES strings and cell line genomic features, predict the synergy score measuring deviation from expected non-interaction effect. (1) Drug 1: CC12CCC3C(C1CCC2=O)CC(=C)C4=CC(=O)C=CC34C. Drug 2: CCC(=C(C1=CC=CC=C1)C2=CC=C(C=C2)OCCN(C)C)C3=CC=CC=C3.C(C(=O)O)C(CC(=O)O)(C(=O)O)O. Cell line: SF-268. Synergy scores: CSS=31.6, Synergy_ZIP=4.41, Synergy_Bliss=1.98, Synergy_Loewe=-0.779, Synergy_HSA=-1.34. (2) Drug 1: CC(C1=C(C=CC(=C1Cl)F)Cl)OC2=C(N=CC(=C2)C3=CN(N=C3)C4CCNCC4)N. Drug 2: C1=CC(=CC=C1C#N)C(C2=CC=C(C=C2)C#N)N3C=NC=N3. Cell line: OVCAR-5. Synergy scores: CSS=5.43, Synergy_ZIP=-1.62, Synergy_Bliss=0.444, Synergy_Loewe=-4.28, Synergy_HSA=-1.25.